Dataset: Forward reaction prediction with 1.9M reactions from USPTO patents (1976-2016). Task: Predict the product of the given reaction. (1) Given the reactants [Cl:1][C:2]1[CH:3]=[N:4][CH:5]=[CH:6][C:7]=1[C:8]1[C:9]([C:18]2[CH:23]=[CH:22][CH:21]=[CH:20][C:19]=2[F:24])=[N:10][C:11]([NH2:17])=[C:12]([N+:14]([O-])=O)[CH:13]=1.Cl, predict the reaction product. The product is: [Cl:1][C:2]1[CH:3]=[N:4][CH:5]=[CH:6][C:7]=1[C:8]1[C:9]([C:18]2[CH:23]=[CH:22][CH:21]=[CH:20][C:19]=2[F:24])=[N:10][C:11]([NH2:17])=[C:12]([NH2:14])[CH:13]=1. (2) Given the reactants N1(C2N=CN=C(NC3C=C(CS(N)(=O)=O)C=CC=3)N=2)CCCCC1.Cl[C:26]1[N:31]=[CH:30][N:29]=[C:28]([NH:32][C:33]2[CH:34]=[C:35]([CH2:39][S:40]([NH2:43])(=[O:42])=[O:41])[CH:36]=[CH:37][CH:38]=2)[N:27]=1.[OH:44][CH2:45][CH:46]1[CH2:51][NH:50][CH2:49][CH2:48][NH:47]1, predict the reaction product. The product is: [OH:44][CH2:45][CH:46]1[CH2:51][NH:50][CH2:49][CH2:48][N:47]1[C:26]1[N:31]=[CH:30][N:29]=[C:28]([NH:32][C:33]2[CH:34]=[C:35]([CH2:39][S:40]([NH2:43])(=[O:42])=[O:41])[CH:36]=[CH:37][CH:38]=2)[N:27]=1. (3) Given the reactants [C:1]([C:3]1[CH:4]=[N:5][C:6]2[C:11]([C:12]=1[NH:13][C:14]1[CH:19]=[CH:18][C:17](I)=[C:16]3[O:21][CH2:22][O:23][C:15]=13)=[CH:10][C:9]([O:24][CH3:25])=[C:8]([O:26][CH3:27])[CH:7]=2)#[N:2].[C:28](#[N:31])[CH:29]=[CH2:30].C(N(CC)CC)C, predict the reaction product. The product is: [C:1]([C:3]1[CH:4]=[N:5][C:6]2[C:11]([C:12]=1[NH:13][C:14]1[CH:19]=[CH:18][C:17]([CH:30]=[CH:29][C:28]#[N:31])=[C:16]3[O:21][CH2:22][O:23][C:15]=13)=[CH:10][C:9]([O:24][CH3:25])=[C:8]([O:26][CH3:27])[CH:7]=2)#[N:2]. (4) Given the reactants [CH3:1][C:2]1[CH:10]=[CH:9][CH:8]=[CH:7][C:3]=1[C:4]([OH:6])=[O:5].[C:11](Cl)(=O)C(Cl)=O.CO.C(N(CC)CC)C, predict the reaction product. The product is: [CH3:11][O:5][C:4](=[O:6])[C:3]1[CH:7]=[CH:8][CH:9]=[CH:10][C:2]=1[CH3:1]. (5) Given the reactants [C:1]1(=[O:7])[O:6][C:4](=[O:5])[CH2:3][CH2:2]1.ClC(Cl)C(Cl)Cl.[Al+3].[Cl-].[Cl-].[Cl-].[CH3:18][C:19]1[CH:24]=[CH:23][CH:22]=[CH:21][C:20]=1[O:25][CH3:26].Cl, predict the reaction product. The product is: [CH3:26][O:25][C:20]1[CH:21]=[CH:22][C:23]([CH:3]([CH2:2][CH:1]=[O:7])[C:4]([OH:6])=[O:5])=[CH:24][C:19]=1[CH3:18]. (6) The product is: [NH2:1][C:2]1[N:3]=[C:4]([Cl:20])[C:5]2=[C:6]([N:8]([CH2:12][C:13]3[S:14][C:15]([CH3:19])=[C:16]([CH3:18])[N:17]=3)[C:9](=[O:11])/[C:10]/2=[CH:21]\[C:23]2[NH:27][CH:26]=[C:25]([C:28]([OH:30])=[O:29])[CH:24]=2)[N:7]=1. Given the reactants [NH2:1][C:2]1[N:3]=[C:4]([Cl:20])[C:5]2[CH2:10][C:9](=[O:11])[N:8]([CH2:12][C:13]3[S:14][C:15]([CH3:19])=[C:16]([CH3:18])[N:17]=3)[C:6]=2[N:7]=1.[CH:21]([C:23]1[NH:27][CH:26]=[C:25]([C:28]([OH:30])=[O:29])[CH:24]=1)=O.N1CCCCC1, predict the reaction product. (7) Given the reactants Br[C:2]1[CH:3]=[C:4]2[C:8](=[CH:9][CH:10]=1)[N:7]([CH3:11])[N:6]=[C:5]2[NH:12][S:13]([CH3:16])(=[O:15])=[O:14].[CH:17]1([N:20]2[CH2:25][C:24]3([CH2:30][CH2:29][N:28]([S:31]([C:34]4[CH:39]=[CH:38][C:37](B5OC(C)(C)C(C)(C)O5)=[CH:36][CH:35]=4)(=[O:33])=[O:32])[CH2:27][CH2:26]3)[O:23][CH2:22][C:21]2=[O:49])[CH2:19][CH2:18]1, predict the reaction product. The product is: [CH:17]1([N:20]2[CH2:25][C:24]3([CH2:30][CH2:29][N:28]([S:31]([C:34]4[CH:35]=[CH:36][C:37]([C:2]5[CH:3]=[C:4]6[C:8](=[CH:9][CH:10]=5)[N:7]([CH3:11])[N:6]=[C:5]6[NH:12][S:13]([CH3:16])(=[O:15])=[O:14])=[CH:38][CH:39]=4)(=[O:32])=[O:33])[CH2:27][CH2:26]3)[O:23][CH2:22][C:21]2=[O:49])[CH2:18][CH2:19]1.